From a dataset of Full USPTO retrosynthesis dataset with 1.9M reactions from patents (1976-2016). Predict the reactants needed to synthesize the given product. (1) Given the product [OH:32][CH2:31][CH2:30][CH2:29][N:23]1[CH2:24][CH2:25][C:20]2=[N:19][N:18]([C:15]3[S:14][C:13]([C:10]4[CH:11]=[CH:12][C:5]([O:4][CH:2]([CH3:1])[CH3:3])=[C:6]([CH:9]=4)[C:7]#[N:8])=[N:17][N:16]=3)[C:26]([CH3:27])=[C:21]2[CH2:22]1, predict the reactants needed to synthesize it. The reactants are: [CH3:1][CH:2]([O:4][C:5]1[CH:12]=[CH:11][C:10]([C:13]2[S:14][C:15]([N:18]3[C:26]([CH3:27])=[C:21]4[CH2:22][NH:23][CH2:24][CH2:25][C:20]4=[N:19]3)=[N:16][N:17]=2)=[CH:9][C:6]=1[C:7]#[N:8])[CH3:3].Br[CH2:29][CH2:30][CH2:31][OH:32].C(=O)([O-])[O-].[K+].[K+]. (2) The reactants are: [Br:1][C:2]1[N:7]=[CH:6][C:5]([NH2:8])=[CH:4][N:3]=1.[CH3:9][C:10]([O:13][C:14](O[C:14]([O:13][C:10]([CH3:12])([CH3:11])[CH3:9])=[O:15])=[O:15])([CH3:12])[CH3:11]. Given the product [Br:1][C:2]1[N:7]=[CH:6][C:5]([NH:8][C:14](=[O:15])[O:13][C:10]([CH3:12])([CH3:11])[CH3:9])=[CH:4][N:3]=1, predict the reactants needed to synthesize it.